This data is from Full USPTO retrosynthesis dataset with 1.9M reactions from patents (1976-2016). The task is: Predict the reactants needed to synthesize the given product. (1) Given the product [CH3:10][Si:11]([C:14]#[C:15][C:2]1[CH:9]=[CH:8][C:5]([C:6]#[N:7])=[CH:4][CH:3]=1)([CH3:13])[CH3:12], predict the reactants needed to synthesize it. The reactants are: Br[C:2]1[CH:9]=[CH:8][C:5]([C:6]#[N:7])=[CH:4][CH:3]=1.[CH3:10][Si:11]([C:14]#[CH:15])([CH3:13])[CH3:12].C1(P(C2C=CC=CC=2)C2C=CC=CC=2)C=CC=CC=1.C(N(CC)CC)C. (2) Given the product [Br:1][C:2]1[CH:9]=[CH:8][C:5]([CH2:6][N:18]2[CH2:19][CH:20]3[CH2:23][CH:17]2[CH2:22][CH2:21]3)=[CH:4][CH:3]=1, predict the reactants needed to synthesize it. The reactants are: [Br:1][C:2]1[CH:9]=[CH:8][C:5]([CH2:6]Br)=[CH:4][CH:3]=1.C(N(CC)CC)C.[CH:17]12[CH2:23][CH:20]([CH2:21][CH2:22]1)[CH2:19][NH:18]2.